This data is from SARS-CoV-2 main protease (3CLPro) crystallographic fragment screen with 879 compounds. The task is: Binary Classification. Given a drug SMILES string, predict its activity (active/inactive) in a high-throughput screening assay against a specified biological target. (1) The drug is CC1CN(S(=O)(=O)N(C)C(C)C)CCO1. The result is 0 (inactive). (2) The drug is Cc1ccc(C)c(OC(=O)c2ccncc2)c1. The result is 0 (inactive). (3) The drug is CC(C)C(N)C(=O)N1CCOCC1. The result is 0 (inactive). (4) The molecule is CCOc1ccccc1N1CCNCC1. The result is 0 (inactive). (5) The molecule is CC1(C(N)=O)CCCN1. The result is 0 (inactive). (6) The drug is O=C(CCl)N1CCN(S(=O)(=O)c2cccc(F)c2)CC1. The result is 1 (active). (7) The molecule is CS(=O)(=O)NC1(C(=O)O)CCCCC1. The result is 0 (inactive).